From a dataset of Reaction yield outcomes from USPTO patents with 853,638 reactions. Predict the reaction yield, written as a fraction of the theoretical maximum amount of product (1.0 means a 100% yield; for example, 0.34 means a 34% yield). (1) The reactants are C(OC([NH:8][C@H:9]([CH2:31][C:32]1[CH:37]=[CH:36][C:35]([Cl:38])=[CH:34][CH:33]=1)[C:10]([N:12]1[CH2:17][CH2:16][N:15]([C:18]2[C:23]([C:24]([O:26][CH3:27])=[O:25])=[CH:22][N:21]=[C:20]3[NH:28][CH:29]=[CH:30][C:19]=23)[CH2:14][CH2:13]1)=[O:11])=O)(C)(C)C.C(O)(C(F)(F)F)=O. The catalyst is C(Cl)Cl. The product is [NH2:8][C@H:9]([CH2:31][C:32]1[CH:33]=[CH:34][C:35]([Cl:38])=[CH:36][CH:37]=1)[C:10]([N:12]1[CH2:13][CH2:14][N:15]([C:18]2[C:23]([C:24]([O:26][CH3:27])=[O:25])=[CH:22][N:21]=[C:20]3[NH:28][CH:29]=[CH:30][C:19]=23)[CH2:16][CH2:17]1)=[O:11]. The yield is 0.740. (2) The reactants are [Li+].C[Si]([N-][Si](C)(C)C)(C)C.[Cl:11][C:12]1[C:13]([O:34][C:35](=[O:39])[N:36]([CH3:38])[CH3:37])=[CH:14][C:15]2[O:20][C:19](=[O:21])[C:18]([CH2:22][C:23]3[CH:28]=[CH:27][CH:26]=[C:25]([N+:29]([O-:31])=[O:30])[CH:24]=3)=[C:17]([CH3:32])[C:16]=2[CH:33]=1.[C:40](Cl)(=[O:42])[CH3:41].O. The catalyst is C1COCC1. The product is [Cl:11][C:12]1[C:13]([O:34][C:35](=[O:39])[N:36]([CH3:37])[CH3:38])=[CH:14][C:15]2[O:20][C:19](=[O:21])[C:18]([CH2:22][C:23]3[CH:28]=[CH:27][CH:26]=[C:25]([N+:29]([O-:31])=[O:30])[CH:24]=3)=[C:17]([CH2:32][C:40](=[O:42])[CH3:41])[C:16]=2[CH:33]=1. The yield is 0.290.